From a dataset of Retrosynthesis with 50K atom-mapped reactions and 10 reaction types from USPTO. Predict the reactants needed to synthesize the given product. (1) Given the product CCOC(=O)C1CCC2(CC1)OCCO2, predict the reactants needed to synthesize it. The reactants are: CCOC(=O)C1CCC(=O)CC1.OCCO. (2) Given the product O=S(=O)(C1CC1)N1CCN(c2ccc(Br)cc2)CC1, predict the reactants needed to synthesize it. The reactants are: Brc1ccc(N2CCNCC2)cc1.O=S(=O)(Cl)C1CC1. (3) Given the product Nc1ccc(F)c(NC(=O)c2ccccc2)c1, predict the reactants needed to synthesize it. The reactants are: O=C(Nc1cc([N+](=O)[O-])ccc1F)c1ccccc1. (4) Given the product N#CCc1ccc(NC(=O)CBr)cc1, predict the reactants needed to synthesize it. The reactants are: N#CCc1ccc(N)cc1.O=C(Br)CBr. (5) Given the product CC(Cc1ccccc1Cl)CC1(C(C)(C)C)CO1, predict the reactants needed to synthesize it. The reactants are: CC(CC(=O)C(C)(C)C)Cc1ccccc1Cl.CS(C)=O. (6) Given the product CCOC(=O)CCN(C)C(=O)[C@H]1CC[C@H](CCN(C)C(=O)Oc2ccc(Cl)cc2)CC1, predict the reactants needed to synthesize it. The reactants are: CCOC(=O)CCNC.CN(CC[C@H]1CC[C@H](C(=O)O)CC1)C(=O)Oc1ccc(Cl)cc1. (7) Given the product CCOC1=C(N(C(C)=O)C(C)C)C(=O)c2cnn(C)c2C1=O, predict the reactants needed to synthesize it. The reactants are: CC(=O)N(C1=C(Cl)C(=O)c2c(cnn2C)C1=O)C(C)C.CC(C)N.CCO. (8) Given the product COc1cc2nccc(Oc3ccc(NCCOc4ccccc4)cc3C)c2cc1OC, predict the reactants needed to synthesize it. The reactants are: COc1cc2nccc(Oc3ccc(NC(=O)COc4ccccc4)cc3C)c2cc1OC. (9) Given the product Cc1ccc(CCNCC2CC2)cc1, predict the reactants needed to synthesize it. The reactants are: Cc1ccc(CCN)cc1.O=CC1CC1.